Dataset: Peptide-MHC class II binding affinity with 134,281 pairs from IEDB. Task: Regression. Given a peptide amino acid sequence and an MHC pseudo amino acid sequence, predict their binding affinity value. This is MHC class II binding data. (1) The peptide sequence is CCPVNFKKCCPLVCGKAIQF. The MHC is DRB1_0401 with pseudo-sequence DRB1_0401. The binding affinity (normalized) is 0.0304. (2) The peptide sequence is DINASFRAAMATTAN. The MHC is HLA-DQA10102-DQB10502 with pseudo-sequence HLA-DQA10102-DQB10502. The binding affinity (normalized) is 0.436. (3) The peptide sequence is VRIFSTNQGGFMLPI. The MHC is DRB3_0101 with pseudo-sequence DRB3_0101. The binding affinity (normalized) is 0.538. (4) The peptide sequence is KTSLCLMMILPAALA. The MHC is DRB1_0802 with pseudo-sequence DRB1_0802. The binding affinity (normalized) is 0.833. (5) The peptide sequence is QDKFLANVSTVLTGK. The MHC is DRB1_1001 with pseudo-sequence DRB1_1001. The binding affinity (normalized) is 0.681.